Dataset: Peptide-MHC class I binding affinity with 185,985 pairs from IEDB/IMGT. Task: Regression. Given a peptide amino acid sequence and an MHC pseudo amino acid sequence, predict their binding affinity value. This is MHC class I binding data. The MHC is HLA-A03:01 with pseudo-sequence HLA-A03:01. The binding affinity (normalized) is 0.430. The peptide sequence is LLVPFVQWFV.